Dataset: Forward reaction prediction with 1.9M reactions from USPTO patents (1976-2016). Task: Predict the product of the given reaction. (1) Given the reactants [CH3:1][C:2]1([CH3:26])[C:6]([CH3:8])([CH3:7])[O:5][B:4]([C:9]2[S:13][C:12]3[CH:14]=[CH:15][C:16]([NH:18]C(=O)OC(C)(C)C)=[CH:17][C:11]=3[CH:10]=2)[O:3]1.FC(F)(F)C(O)=O, predict the reaction product. The product is: [CH3:1][C:2]1([CH3:26])[C:6]([CH3:7])([CH3:8])[O:5][B:4]([C:9]2[S:13][C:12]3[CH:14]=[CH:15][C:16]([NH2:18])=[CH:17][C:11]=3[CH:10]=2)[O:3]1. (2) Given the reactants [CH2:1]([O:3][C:4](=[O:38])[CH:5]([C:13]1[NH:14][C:15]2[C:20]([C:21]=1[S:22][C:23]([CH3:26])([CH3:25])[CH3:24])=[CH:19][C:18]([S:27][C:28]1[CH:37]=[CH:36][C:35]3[C:30](=[CH:31][CH:32]=[CH:33][CH:34]=3)[N:29]=1)=[CH:17][CH:16]=2)[CH2:6][C:7]1[CH:12]=[CH:11][CH:10]=[CH:9][CH:8]=1)[CH3:2].I[CH3:40], predict the reaction product. The product is: [CH2:1]([O:3][C:4](=[O:38])[CH:5]([C:13]1[N:14]([CH3:40])[C:15]2[C:20]([C:21]=1[S:22][C:23]([CH3:26])([CH3:25])[CH3:24])=[CH:19][C:18]([S:27][C:28]1[CH:37]=[CH:36][C:35]3[C:30](=[CH:31][CH:32]=[CH:33][CH:34]=3)[N:29]=1)=[CH:17][CH:16]=2)[CH2:6][C:7]1[CH:8]=[CH:9][CH:10]=[CH:11][CH:12]=1)[CH3:2].